This data is from Full USPTO retrosynthesis dataset with 1.9M reactions from patents (1976-2016). The task is: Predict the reactants needed to synthesize the given product. Given the product [C:20]([O:19][C:16](=[O:18])[CH2:17][C:9](=[O:11])[C:8]1[CH:13]=[CH:14][CH:15]=[C:6]([N:1]2[CH:5]=[N:4][CH:3]=[N:2]2)[CH:7]=1)([CH3:23])([CH3:22])[CH3:21], predict the reactants needed to synthesize it. The reactants are: [N:1]1([C:6]2[CH:7]=[C:8]([CH:13]=[CH:14][CH:15]=2)[C:9]([O:11]C)=O)[CH:5]=[N:4][CH:3]=[N:2]1.[C:16]([O:19][C:20]([CH3:23])([CH3:22])[CH3:21])(=[O:18])[CH3:17].[Li].